Dataset: Catalyst prediction with 721,799 reactions and 888 catalyst types from USPTO. Task: Predict which catalyst facilitates the given reaction. (1) Reactant: [CH3:1][C:2]1[CH:7]=[C:6]([C:8]2[CH:13]=[CH:12][C:11]([NH2:14])=[CH:10][CH:9]=2)[CH:5]=[CH:4][N:3]=1.[Br:15][C:16]1[CH:17]=[C:18]2[C:23](=[CH:24][CH:25]=1)[O:22][C:21]([CH3:27])([CH3:26])[CH2:20][CH:19]2[C:28](O)=[O:29].C1CN([P+](ON2N=NC3C=CC=CC2=3)(N2CCCC2)N2CCCC2)CC1.F[P-](F)(F)(F)(F)F.CCN(C(C)C)C(C)C. Product: [Br:15][C:16]1[CH:17]=[C:18]2[C:23](=[CH:24][CH:25]=1)[O:22][C:21]([CH3:26])([CH3:27])[CH2:20][CH:19]2[C:28]([NH:14][C:11]1[CH:12]=[CH:13][C:8]([C:6]2[CH:5]=[CH:4][N:3]=[C:2]([CH3:1])[CH:7]=2)=[CH:9][CH:10]=1)=[O:29]. The catalyst class is: 2. (2) Reactant: [Cl:1][C:2]1[C:7]([CH3:8])=[C:6]([C:9]2[CH:10]=[N:11][N:12]([CH:14]([O:16][CH2:17][CH3:18])[CH3:15])[CH:13]=2)[C:5]([C:19]2[CH:24]=[C:23]([F:25])[CH:22]=[C:21]([F:26])[CH:20]=2)=[C:4]([C:27](=O)[CH3:28])[CH:3]=1.C([O-])(=O)C.[NH4+].C([BH3-])#[N:36].[Na+].O1CCCC1. Product: [Cl:1][C:2]1[C:7]([CH3:8])=[C:6]([C:9]2[CH:10]=[N:11][N:12]([CH:14]([O:16][CH2:17][CH3:18])[CH3:15])[CH:13]=2)[C:5]([C:19]2[CH:24]=[C:23]([F:25])[CH:22]=[C:21]([F:26])[CH:20]=2)=[C:4]([CH:27]([NH2:36])[CH3:28])[CH:3]=1. The catalyst class is: 449. (3) Reactant: [CH2:1]([NH2:10])[CH2:2][CH2:3][CH2:4][CH2:5][CH2:6][CH2:7][CH2:8][NH2:9].[C:11](#[N:14])[CH:12]=[CH2:13]. The catalyst class is: 6. Product: [C:11]([CH2:12][CH2:13][N:9]([CH2:3][CH2:2][C:1]#[N:10])[CH2:8][CH2:7][CH2:6][CH2:5][CH2:4][CH2:3][CH2:2][CH2:1][N:10]([CH2:6][CH2:7][C:8]#[N:9])[CH2:13][CH2:12][C:11]#[N:14])#[N:14]. (4) Reactant: [CH3:1][C:2]1[CH:20]=[C:19]([N+:21]([O-])=O)[CH:18]=[C:17]([CH3:24])[C:3]=1[O:4][C:5]1[CH:6]=[C:7]2[C:11](=[CH:12][CH:13]=1)[NH:10][N:9]=[C:8]2[CH:14]([CH3:16])[CH3:15]. Product: [NH2:21][C:19]1[CH:20]=[C:2]([CH3:1])[C:3]([O:4][C:5]2[CH:6]=[C:7]3[C:11](=[CH:12][CH:13]=2)[NH:10][N:9]=[C:8]3[CH:14]([CH3:15])[CH3:16])=[C:17]([CH3:24])[CH:18]=1. The catalyst class is: 29. (5) Reactant: [Cl:1][C:2]1[CH:7]=[CH:6][C:5]([S:8][C:9]2[C:14]([F:15])=[C:13]([CH2:16][CH3:17])[N:12]=[CH:11][N:10]=2)=[CH:4][CH:3]=1.[Br:18]N1C(=O)CCC1=O.N(C(C)(C)C#N)=NC(C)(C)C#N. Product: [Br:18][CH:16]([C:13]1[C:14]([F:15])=[C:9]([S:8][C:5]2[CH:4]=[CH:3][C:2]([Cl:1])=[CH:7][CH:6]=2)[N:10]=[CH:11][N:12]=1)[CH3:17]. The catalyst class is: 68. (6) Reactant: [CH3:1][O:2][C:3]1[CH:12]=[CH:11][CH:10]=[C:9]([CH:13]=C)[C:4]=1[C:5]([O:7][CH3:8])=[O:6].[O:15]=[O+][O-]. Product: [CH:13]([C:9]1[CH:10]=[CH:11][CH:12]=[C:3]([O:2][CH3:1])[C:4]=1[C:5]([O:7][CH3:8])=[O:6])=[O:15]. The catalyst class is: 2. (7) Reactant: [F:1][C:2]1[CH:23]=[CH:22][CH:21]=[C:20]([F:24])[C:3]=1[CH2:4][O:5][C:6]1[C:7]2[N:8]([C:13]([C:17]([OH:19])=O)=[C:14]([CH3:16])[N:15]=2)[CH:9]=[C:10]([CH3:12])[CH:11]=1.CN(C(ON1N=NC2C=CC=NC1=2)=[N+](C)C)C.F[P-](F)(F)(F)(F)F.C(N(CC)C(C)C)(C)C.[NH2:58][C@H:59]1[C@@H:63]([F:64])[CH2:62][N:61]([C:65]([O:67][C:68]([CH3:71])([CH3:70])[CH3:69])=[O:66])[CH2:60]1.[C:72]([OH:78])([C:74]([F:77])([F:76])[F:75])=[O:73]. Product: [F:75][C:74]([F:77])([F:76])[C:72]([OH:78])=[O:73].[F:24][C:20]1[CH:21]=[CH:22][CH:23]=[C:2]([F:1])[C:3]=1[CH2:4][O:5][C:6]1[C:7]2[N:8]([C:13]([C:17]([NH:58][CH:59]3[CH:63]([F:64])[CH2:62][N:61]([C:65]([O:67][C:68]([CH3:71])([CH3:70])[CH3:69])=[O:66])[CH2:60]3)=[O:19])=[C:14]([CH3:16])[N:15]=2)[CH:9]=[C:10]([CH3:12])[CH:11]=1. The catalyst class is: 3.